This data is from Forward reaction prediction with 1.9M reactions from USPTO patents (1976-2016). The task is: Predict the product of the given reaction. (1) The product is: [OH:7][C@H:8]([C:42]1[CH:43]=[CH:44][CH:45]=[CH:46][CH:47]=1)[CH2:9][O:10][C:11](=[O:41])[CH:12]=[CH:13][C:14]1[CH:19]=[CH:18][C:17]([O:20][C:21](=[O:40])[C:22]2[CH:27]=[CH:26][C:25]([O:28][CH2:29][CH2:30][CH2:31][CH2:32][CH2:33][CH2:34][O:35][C:36](=[O:39])[CH:37]=[CH2:38])=[CH:24][CH:23]=2)=[CH:16][CH:15]=1. Given the reactants O1CCCCC1[O:7][C@H:8]([C:42]1[CH:47]=[CH:46][CH:45]=[CH:44][CH:43]=1)[CH2:9][O:10][C:11](=[O:41])[CH:12]=[CH:13][C:14]1[CH:19]=[CH:18][C:17]([O:20][C:21](=[O:40])[C:22]2[CH:27]=[CH:26][C:25]([O:28][CH2:29][CH2:30][CH2:31][CH2:32][CH2:33][CH2:34][O:35][C:36](=[O:39])[CH:37]=[CH2:38])=[CH:24][CH:23]=2)=[CH:16][CH:15]=1.C1(C)C=CC(S([O-])(=O)=O)=CC=1.[NH+]1C=CC=CC=1, predict the reaction product. (2) Given the reactants [N:1]1([C:6]([C:8]2[CH:9]=[C:10]([NH:21][C:22]3[C:31]4[C:26](=[CH:27][C:28]([Cl:32])=[CH:29][CH:30]=4)[N:25]=[CH:24][CH:23]=3)[CH:11]=[C:12]([C:14]([N:16]3[CH2:20][CH2:19][CH2:18][CH2:17]3)=O)[CH:13]=2)=O)[CH2:5][CH2:4][CH2:3][CH2:2]1.[H-].[H-].[H-].[H-].[Li+].[Al+3].C(OCC)(=O)C, predict the reaction product. The product is: [N:1]1([CH2:6][C:8]2[CH:9]=[C:10]([NH:21][C:22]3[C:31]4[C:26](=[CH:27][C:28]([Cl:32])=[CH:29][CH:30]=4)[N:25]=[CH:24][CH:23]=3)[CH:11]=[C:12]([CH2:14][N:16]3[CH2:17][CH2:18][CH2:19][CH2:20]3)[CH:13]=2)[CH2:5][CH2:4][CH2:3][CH2:2]1. (3) Given the reactants C(O[AlH-](OC(C)(C)C)OC(C)(C)C)(C)(C)C.[Li+].C(=O)=O.CC(C)=O.O=[C:26]([C:40]1[CH:45]=[CH:44][CH:43]=[C:42]([O:46][C:47]([F:50])([F:49])[F:48])[CH:41]=1)[C@@H:27]([NH:29][C:30](=[O:39])[O:31]CC1C=CC=CC=1)[CH3:28].[OH-].[K+].Cl, predict the reaction product. The product is: [CH3:28][C@H:27]1[C@@H:26]([C:40]2[CH:45]=[CH:44][CH:43]=[C:42]([O:46][C:47]([F:48])([F:49])[F:50])[CH:41]=2)[O:31][C:30](=[O:39])[NH:29]1. (4) Given the reactants C([Mg]Cl)(C)C.[Li]CCCC.Br[C:12]1[C:13]([CH3:20])=[CH:14][C:15]([O:18][CH3:19])=[N:16][CH:17]=1.[CH:21](=[O:24])[CH2:22][CH3:23], predict the reaction product. The product is: [CH3:19][O:18][C:15]1[N:16]=[CH:17][C:12]([CH:21]([OH:24])[CH2:22][CH3:23])=[C:13]([CH3:20])[CH:14]=1.